From a dataset of Catalyst prediction with 721,799 reactions and 888 catalyst types from USPTO. Predict which catalyst facilitates the given reaction. Reactant: [CH3:1][N:2]1[C@@H:6]([CH2:7][C:8]2[C:12]3[CH:13]=[C:14]([CH2:17][CH2:18][S:19]([C:22]4[CH:27]=[CH:26][CH:25]=[CH:24][CH:23]=4)(=[O:21])=[O:20])[CH:15]=[CH:16][C:11]=3[NH:10][CH:9]=2)[CH2:5][CH2:4][CH2:3]1.O.[BrH:29]. Product: [CH3:1][N:2]1[C@@H:6]([CH2:7][C:8]2[C:12]3[CH:13]=[C:14]([CH2:17][CH2:18][S:19]([C:22]4[CH:23]=[CH:24][CH:25]=[CH:26][CH:27]=4)(=[O:20])=[O:21])[CH:15]=[CH:16][C:11]=3[NH:10][CH:9]=2)[CH2:5][CH2:4][CH2:3]1.[BrH:29]. The catalyst class is: 11.